Predict the reaction yield, written as a fraction of the theoretical maximum amount of product (1.0 means a 100% yield; for example, 0.34 means a 34% yield). From a dataset of Reaction yield outcomes from USPTO patents with 853,638 reactions. The catalyst is O1CCCC1. The yield is 0.430. The reactants are [CH3:1][O:2][CH2:3][CH2:4][C:5]1[CH:6]=[N:7][N:8]([CH3:10])[CH:9]=1.C([Li])CCC.CCCCCC.C(O[B:26]1[O:30][C:29]([CH3:32])([CH3:31])[C:28]([CH3:34])([CH3:33])[O:27]1)(C)C. The product is [CH3:1][O:2][CH2:3][CH2:4][C:5]1[CH:6]=[N:7][N:8]([CH3:10])[C:9]=1[B:26]1[O:30][C:29]([CH3:32])([CH3:31])[C:28]([CH3:34])([CH3:33])[O:27]1.